From a dataset of Forward reaction prediction with 1.9M reactions from USPTO patents (1976-2016). Predict the product of the given reaction. (1) Given the reactants [N+:1]([C:4]1[C:13]2[CH2:12][O:11]C[O:9][C:8]=2[CH:7]=[CH:6][CH:5]=1)([O-:3])=[O:2].Cl, predict the reaction product. The product is: [OH:11][CH2:12][C:13]1[C:4]([N+:1]([O-:3])=[O:2])=[CH:5][CH:6]=[CH:7][C:8]=1[OH:9]. (2) Given the reactants [Br:1][C:2]1[CH:10]=[C:9]2[C:5]([CH:6]=[N:7][NH:8]2)=[CH:4][C:3]=1[OH:11].[F:12][C:13]1[CH:14]=[C:15]([N+:20]([O-:22])=[O:21])[CH:16]=[CH:17][C:18]=1F.C([O-])(O)=O.[Na+].[Li+].[Cl-], predict the reaction product. The product is: [Br:1][C:2]1[CH:10]=[C:9]2[C:5]([CH:6]=[N:7][NH:8]2)=[CH:4][C:3]=1[O:11][C:18]1[CH:17]=[CH:16][C:15]([N+:20]([O-:22])=[O:21])=[CH:14][C:13]=1[F:12].